Dataset: Full USPTO retrosynthesis dataset with 1.9M reactions from patents (1976-2016). Task: Predict the reactants needed to synthesize the given product. (1) Given the product [CH2:18]([O:1][C:2]1[C:3]([CH2:10][OH:11])=[N:4][C:5]([CH2:8][OH:9])=[CH:6][CH:7]=1)[C:19]1[CH:24]=[CH:23][CH:22]=[CH:21][CH:20]=1, predict the reactants needed to synthesize it. The reactants are: [OH:1][C:2]1[C:3]([CH2:10][OH:11])=[N:4][C:5]([CH2:8][OH:9])=[CH:6][CH:7]=1.C([O-])([O-])=O.[K+].[K+].[CH2:18](Br)[C:19]1[CH:24]=[CH:23][CH:22]=[CH:21][CH:20]=1. (2) Given the product [F:30][C:29]([F:32])([F:31])[S:26]([O:15][C:13]1[CH:14]=[C:9]([N:8]2[CH:2]3[CH2:7][CH2:6][CH:5]2[CH2:4][CH2:3]3)[CH:10]=[CH:11][C:12]=1[F:16])(=[O:28])=[O:27], predict the reactants needed to synthesize it. The reactants are: Cl.[CH:2]12[N:8]([C:9]3[CH:10]=[CH:11][C:12]([F:16])=[C:13]([OH:15])[CH:14]=3)[CH:5]([CH2:6][CH2:7]1)[CH2:4][CH2:3]2.C(N(CC)C(C)C)(C)C.[S:26](O[S:26]([C:29]([F:32])([F:31])[F:30])(=[O:28])=[O:27])([C:29]([F:32])([F:31])[F:30])(=[O:28])=[O:27].O. (3) Given the product [CH2:14]([C:16]1[N:17]([CH2:23][C:24]2[CH:25]=[CH:26][C:27]([F:30])=[CH:28][CH:29]=2)[C:18]([CH2:21][NH:22][CH2:1][C:3]2[N:8]=[C:7]([CH3:9])[CH:6]=[C:5]([C:10]([O:12][CH3:13])=[O:11])[CH:4]=2)=[N:19][N:20]=1)[CH3:15], predict the reactants needed to synthesize it. The reactants are: [CH:1]([C:3]1[N:8]=[C:7]([CH3:9])[CH:6]=[C:5]([C:10]([O:12][CH3:13])=[O:11])[CH:4]=1)=O.[CH2:14]([C:16]1[N:17]([CH2:23][C:24]2[CH:29]=[CH:28][C:27]([F:30])=[CH:26][CH:25]=2)[C:18]([CH2:21][NH2:22])=[N:19][N:20]=1)[CH3:15].